From a dataset of Human intestinal absorption (HIA) binary classification data from Hou et al.. Regression/Classification. Given a drug SMILES string, predict its absorption, distribution, metabolism, or excretion properties. Task type varies by dataset: regression for continuous measurements (e.g., permeability, clearance, half-life) or binary classification for categorical outcomes (e.g., BBB penetration, CYP inhibition). Dataset: hia_hou. (1) The drug is CN(C)C(=O)Oc1cccc([N+](C)(C)C)c1. The result is 0 (poor absorption). (2) The drug is CC(C)NC[C@H](O)COc1cccc2[nH]ccc12. The result is 1 (good absorption). (3) The compound is COc1ccc2c3c1O[C@H]1[C@@H](O)CC[C@@H]4[C@H](C2)N(C)CC[C@]341. The result is 1 (good absorption). (4) The compound is Cc1ccc(C(=O)c2ccc(CC(=O)O)n2C)cc1. The result is 1 (good absorption). (5) The molecule is CN1C(C(=O)Nc2ccccn2)=Cc2sccc2S1(=O)=O. The result is 1 (good absorption). (6) The drug is CCN1CC[C@H](CNC(=O)c2cc(S(N)(=O)=O)ccc2OC)C1. The result is 1 (good absorption). (7) The molecule is CN(C)CCc1c[nH]c2ccc(Cn3cncn3)cc12. The result is 1 (good absorption).